From a dataset of Forward reaction prediction with 1.9M reactions from USPTO patents (1976-2016). Predict the product of the given reaction. (1) Given the reactants [NH2:1][C:2]1[CH:7]=[CH:6][C:5]([C:8]2[CH:13]=[CH:12][CH:11]=[C:10]([Cl:14])[CH:9]=2)=[CH:4][C:3]=1[C:15]([C:17]#[C:18][CH3:19])=[O:16].[C:20]([Mg]Br)#[C:21][CH3:22], predict the reaction product. The product is: [NH2:1][C:2]1[CH:7]=[CH:6][C:5]([C:8]2[CH:13]=[CH:12][CH:11]=[C:10]([Cl:14])[CH:9]=2)=[CH:4][C:3]=1[C:15]([C:20]#[C:21][CH3:22])([C:17]#[C:18][CH3:19])[OH:16]. (2) Given the reactants Br[C:2]1[C:3]([NH:14][C:15]2[C:24]3[C:19](=[CH:20][C:21]([F:26])=[CH:22][C:23]=3[F:25])[N:18]=[C:17]([C:27]3[CH:32]=[CH:31][CH:30]=[CH:29][N:28]=3)[C:16]=2[CH3:33])=[CH:4][C:5]([N:8]2[CH2:13][CH2:12][O:11][CH2:10][CH2:9]2)=[N:6][CH:7]=1.[NH2:34][C:35]1[N:40]=[CH:39][C:38](B(O)O)=[CH:37][N:36]=1.C1(P(C2CCCCC2)C2CCCCC2)CCCCC1.[O-]P([O-])([O-])=O.[K+].[K+].[K+], predict the reaction product. The product is: [NH2:34][C:35]1[N:40]=[CH:39][C:38]([C:2]2[C:3]([NH:14][C:15]3[C:24]4[C:19](=[CH:20][C:21]([F:26])=[CH:22][C:23]=4[F:25])[N:18]=[C:17]([C:27]4[CH:32]=[CH:31][CH:30]=[CH:29][N:28]=4)[C:16]=3[CH3:33])=[CH:4][C:5]([N:8]3[CH2:13][CH2:12][O:11][CH2:10][CH2:9]3)=[N:6][CH:7]=2)=[CH:37][N:36]=1. (3) Given the reactants [C:1]1([S:7]([CH2:10][F:11])(=[O:9])=[O:8])[CH:6]=[CH:5][CH:4]=[CH:3][CH:2]=1.P(Cl)(=O)(OCC)OCC.O1CCCC1.C[Si](C)(C)[N-][Si](C)(C)C.[Li+].O=[C:37]1[CH2:40][N:39]([C:41]([O:43][C:44]([CH3:47])([CH3:46])[CH3:45])=[O:42])[CH2:38]1.[Cl-].[NH4+], predict the reaction product. The product is: [F:11][C:10](=[C:37]1[CH2:38][N:39]([C:41]([O:43][C:44]([CH3:47])([CH3:46])[CH3:45])=[O:42])[CH2:40]1)[S:7]([C:1]1[CH:2]=[CH:3][CH:4]=[CH:5][CH:6]=1)(=[O:9])=[O:8]. (4) Given the reactants [CH3:1][C:2]1[NH:3][C:4]([C:8]2[C:9]([CH3:19])=[CH:10][C:11]([CH3:18])=[C:12]([CH:17]=2)[C:13]([O:15]C)=[O:14])=[C:5]([CH3:7])[N:6]=1.[OH-].[Na+].Cl, predict the reaction product. The product is: [CH3:1][C:2]1[NH:3][C:4]([C:8]2[C:9]([CH3:19])=[CH:10][C:11]([CH3:18])=[C:12]([CH:17]=2)[C:13]([OH:15])=[O:14])=[C:5]([CH3:7])[N:6]=1. (5) Given the reactants Cl.C[O:3][C:4](=[O:38])[C:5]1[CH:10]=[CH:9][C:8]([O:11][C:12]2[CH:17]=[CH:16][C:15]([CH2:18][C@H:19]([NH2:37])[C:20]3[N:21]([CH2:33][CH2:34][CH2:35][CH3:36])[CH:22]=[C:23]([C:25]4[CH:30]=[CH:29][C:28]([Cl:31])=[CH:27][C:26]=4[Cl:32])[N:24]=3)=[CH:14][CH:13]=2)=[CH:7][CH:6]=1.[CH3:39][O:40][C:41]1[CH:42]=[C:43]([CH2:47][C:48](O)=[O:49])[CH:44]=[CH:45][CH:46]=1, predict the reaction product. The product is: [CH2:33]([N:21]1[CH:22]=[C:23]([C:25]2[CH:30]=[CH:29][C:28]([Cl:31])=[CH:27][C:26]=2[Cl:32])[N:24]=[C:20]1[C@@H:19]([NH:37][C:48](=[O:49])[CH2:47][C:43]1[CH:44]=[CH:45][CH:46]=[C:41]([O:40][CH3:39])[CH:42]=1)[CH2:18][C:15]1[CH:16]=[CH:17][C:12]([O:11][C:8]2[CH:7]=[CH:6][C:5]([C:4]([OH:3])=[O:38])=[CH:10][CH:9]=2)=[CH:13][CH:14]=1)[CH2:34][CH2:35][CH3:36]. (6) Given the reactants Br[CH2:2][C:3]([C:5]1[CH:10]=[CH:9][C:8]([C:11]2[CH:16]=[CH:15][C:14]([Br:17])=[CH:13][CH:12]=2)=[CH:7][CH:6]=1)=O.[NH2:18][C:19]1[CH:24]=[CH:23][CH:22]=[CH:21][N:20]=1.C(=O)([O-])O.[Na+], predict the reaction product. The product is: [Br:17][C:14]1[CH:15]=[CH:16][C:11]([C:8]2[CH:9]=[CH:10][C:5]([C:3]3[N:18]=[C:19]4[CH:24]=[CH:23][CH:22]=[CH:21][N:20]4[CH:2]=3)=[CH:6][CH:7]=2)=[CH:12][CH:13]=1. (7) Given the reactants C(OC([N:8]1[CH:13]2[CH2:14][CH2:15][CH:9]1[C:10]([C:33](O)=[O:34])=[C:11]([C:16]1[CH:21]=[CH:20][C:19]([CH2:22][CH2:23][CH2:24][O:25][C:26]3[C:30]([F:31])=[C:29]([CH3:32])[O:28][N:27]=3)=[CH:18][CH:17]=1)[CH2:12]2)=O)(C)(C)C.[CH:36]1([NH:39][CH2:40][C:41]2[CH:46]=[CH:45][CH:44]=[C:43]([O:47][CH3:48])[C:42]=2[CH3:49])[CH2:38][CH2:37]1.CCN(C(C)C)C(C)C.C1C=CC2N(O)N=NC=2C=1.CCN=C=NCCCN(C)C.Cl.Cl, predict the reaction product. The product is: [CH:36]1([N:39]([CH2:40][C:41]2[CH:46]=[CH:45][CH:44]=[C:43]([O:47][CH3:48])[C:42]=2[CH3:49])[C:33]([C:10]2[CH:9]3[NH:8][CH:13]([CH2:12][C:11]=2[C:16]2[CH:17]=[CH:18][C:19]([CH2:22][CH2:23][CH2:24][O:25][C:26]4[C:30]([F:31])=[C:29]([CH3:32])[O:28][N:27]=4)=[CH:20][CH:21]=2)[CH2:14][CH2:15]3)=[O:34])[CH2:38][CH2:37]1. (8) Given the reactants [O:1]1[CH:5]=[CH:4][CH:3]=[C:2]1[C:6]([C:8]1[CH:9]=[N:10][CH:11]=[CH:12][CH:13]=1)=O.[NH4+:14].[OH-], predict the reaction product. The product is: [N:14]1[CH:5]=[CH:4][CH:3]=[C:2]([OH:1])[C:6]=1[C:8]1[CH:9]=[N:10][CH:11]=[CH:12][CH:13]=1. (9) Given the reactants F[C:2]1[CH:11]=[C:10]([C:12]2[N:17]=[C:16]3[N:18]([CH2:21][C:22]4[CH:23]=[C:24]5[C:29](=[CH:30][CH:31]=4)[N:28]=[CH:27][CH:26]=[CH:25]5)[N:19]=[N:20][C:15]3=[CH:14][CH:13]=2)[CH:9]=[CH:8][C:3]=1C(NC)=O.[CH3:32][O:33][C:34](C1C=C(B(O)O)C=CC=1)=[O:35].C([O-])(=O)C.[K+], predict the reaction product. The product is: [N:28]1[C:29]2[C:24](=[CH:23][C:22]([CH2:21][N:18]3[C:16]4=[N:17][C:12]([C:10]5[CH:11]=[C:2]([CH:3]=[CH:8][CH:9]=5)[C:34]([O:33][CH3:32])=[O:35])=[CH:13][CH:14]=[C:15]4[N:20]=[N:19]3)=[CH:31][CH:30]=2)[CH:25]=[CH:26][CH:27]=1.